Dataset: Reaction yield outcomes from USPTO patents with 853,638 reactions. Task: Predict the reaction yield, written as a fraction of the theoretical maximum amount of product (1.0 means a 100% yield; for example, 0.34 means a 34% yield). (1) The reactants are [CH2:1]1[O:3][C@H:2]1[CH2:4][OH:5].[CH2:6]([O:13][C:14](=[O:27])[NH:15][CH2:16][CH2:17][CH2:18][CH2:19][C:20]1[CH:25]=[CH:24][C:23]([NH2:26])=[CH:22][CH:21]=1)[C:7]1[CH:12]=[CH:11][CH:10]=[CH:9][CH:8]=1. The catalyst is C(O)C. The product is [CH2:6]([O:13][C:14](=[O:27])[NH:15][CH2:16][CH2:17][CH2:18][CH2:19][C:20]1[CH:25]=[CH:24][C:23]([NH:26][CH2:1][C@@H:2]([OH:3])[CH2:4][OH:5])=[CH:22][CH:21]=1)[C:7]1[CH:12]=[CH:11][CH:10]=[CH:9][CH:8]=1. The yield is 0.400. (2) The reactants are [CH3:1][C:2]1[C:3]([NH:15][C:16]2[CH:26]=[CH:25][C:19]([C:20]([O:22][CH2:23][CH3:24])=[O:21])=[CH:18][CH:17]=2)=[CH:4][C:5]2[C:6]([CH3:14])([CH3:13])[CH2:7][CH:8]=[C:9]([CH3:12])[C:10]=2[CH:11]=1.[CH:27](=O)[CH3:28]. No catalyst specified. The product is [CH2:27]([N:15]([C:3]1[C:2]([CH3:1])=[CH:11][C:10]2[C:9]([CH3:12])=[CH:8][CH2:7][C:6]([CH3:14])([CH3:13])[C:5]=2[CH:4]=1)[C:16]1[CH:17]=[CH:18][C:19]([C:20]([O:22][CH2:23][CH3:24])=[O:21])=[CH:25][CH:26]=1)[CH3:28]. The yield is 0.580. (3) The reactants are [C:1]([N:4]1[C:13]2[C:8](=[CH:9][C:10]([C:14]([O:16]CC)=[O:15])=[CH:11][CH:12]=2)[C@H:7]([NH:19][C:20]2[CH:25]=[CH:24][CH:23]=[CH:22][N:21]=2)[C@@H:6]([CH3:26])[C@@H:5]1[CH:27]1[CH2:29][CH2:28]1)(=[O:3])[CH3:2].O.[OH-].[Li+]. The catalyst is O1CCCC1.O. The product is [C:1]([N:4]1[C:13]2[C:8](=[CH:9][C:10]([C:14]([OH:16])=[O:15])=[CH:11][CH:12]=2)[C@H:7]([NH:19][C:20]2[CH:25]=[CH:24][CH:23]=[CH:22][N:21]=2)[C@@H:6]([CH3:26])[C@@H:5]1[CH:27]1[CH2:28][CH2:29]1)(=[O:3])[CH3:2]. The yield is 0.120. (4) The reactants are [NH2:1][C:2]1[C:3]([C:20]([NH:22][NH2:23])=[O:21])=[N:4][C:5]([C:8]2[CH:13]=[CH:12][C:11]([S:14]([CH:17]([CH3:19])[CH3:18])(=[O:16])=[O:15])=[CH:10][CH:9]=2)=[CH:6][N:7]=1.CCN(CC)CC.Cl[C:32](=[O:38])[C:33]([O:35][CH2:36][CH3:37])=[O:34]. The catalyst is C1COCC1. The product is [NH2:1][C:2]1[C:3]([C:20]([NH:22][NH:23][C:32](=[O:38])[C:33]([O:35][CH2:36][CH3:37])=[O:34])=[O:21])=[N:4][C:5]([C:8]2[CH:9]=[CH:10][C:11]([S:14]([CH:17]([CH3:19])[CH3:18])(=[O:15])=[O:16])=[CH:12][CH:13]=2)=[CH:6][N:7]=1. The yield is 0.580. (5) The reactants are C([O:3][P:4]([CH2:9][NH:10][C:11](=[O:38])[CH2:12][CH2:13][C:14]([CH3:37])=[CH:15][CH2:16][C:17]1[C:18]([O:30]CC[Si](C)(C)C)=[C:19]2[C:23](=[C:24]([CH3:28])[C:25]=1[O:26][CH3:27])[CH2:22][O:21][C:20]2=[O:29])(=[O:8])[O:5]CC)C.C[Si](Br)(C)C.N1C(C)=CC=CC=1C. The catalyst is C(#N)C. The product is [OH:30][C:18]1[C:17]([CH2:16][CH:15]=[C:14]([CH3:37])[CH2:13][CH2:12][C:11]([NH:10][CH2:9][P:4](=[O:3])([OH:8])[OH:5])=[O:38])=[C:25]([O:26][CH3:27])[C:24]([CH3:28])=[C:23]2[C:19]=1[C:20](=[O:29])[O:21][CH2:22]2. The yield is 0.0900. (6) The reactants are C[Si](I)(C)C.C[O:7][CH2:8][C@H:9]([CH3:37])[O:10][C:11]1[CH:12]=[C:13]([CH:23]=[C:24]([O:26][C:27]2[CH:32]=[CH:31][C:30]([S:33]([CH3:36])(=[O:35])=[O:34])=[CH:29][CH:28]=2)[CH:25]=1)[C:14]([NH:16][C:17]1[CH:21]=[CH:20][N:19]([CH3:22])[N:18]=1)=[O:15].O. The catalyst is C(#N)C. The product is [OH:7][CH2:8][C@H:9]([CH3:37])[O:10][C:11]1[CH:12]=[C:13]([CH:23]=[C:24]([O:26][C:27]2[CH:32]=[CH:31][C:30]([S:33]([CH3:36])(=[O:34])=[O:35])=[CH:29][CH:28]=2)[CH:25]=1)[C:14]([NH:16][C:17]1[CH:21]=[CH:20][N:19]([CH3:22])[N:18]=1)=[O:15]. The yield is 0.840. (7) The reactants are [S:1]1[C:9]2[CH:8]=[CH:7][N:6]=[CH:5][C:4]=2[CH:3]=[CH:2]1.C([O-])(O)=O.[Na+].OP([O-])([O-])=O.[K+].[K+].[O-]S([O-])(=O)=O.[Mg+2].[Br:28]Br. The catalyst is O.C(Cl)Cl.C(Cl)(Cl)Cl. The product is [Br:28][C:3]1[C:4]2[CH:5]=[N:6][CH:7]=[CH:8][C:9]=2[S:1][CH:2]=1. The yield is 0.290.